The task is: Regression. Given a peptide amino acid sequence and an MHC pseudo amino acid sequence, predict their binding affinity value. This is MHC class I binding data.. This data is from Peptide-MHC class I binding affinity with 185,985 pairs from IEDB/IMGT. (1) The peptide sequence is LVSDYCNVLNKEFT. The MHC is HLA-A02:02 with pseudo-sequence HLA-A02:02. The binding affinity (normalized) is 0.402. (2) The peptide sequence is PLIDIIRKR. The MHC is HLA-A11:01 with pseudo-sequence HLA-A11:01. The binding affinity (normalized) is 0.00356. (3) The peptide sequence is YVDRFYKTL. The binding affinity (normalized) is 0. The MHC is HLA-A30:02 with pseudo-sequence HLA-A30:02. (4) The peptide sequence is SLAIKNYYRK. The MHC is HLA-A11:01 with pseudo-sequence HLA-A11:01. The binding affinity (normalized) is 0.782. (5) The peptide sequence is VLSHNSYEK. The MHC is HLA-A33:01 with pseudo-sequence HLA-A33:01. The binding affinity (normalized) is 0.149.